From a dataset of Full USPTO retrosynthesis dataset with 1.9M reactions from patents (1976-2016). Predict the reactants needed to synthesize the given product. Given the product [CH3:12][C:13]1([CH2:26][CH2:27][S:9][C:6]2[CH:7]=[CH:8][C:3]([S:2][CH3:1])=[CH:4][CH:5]=2)[CH2:14][CH2:15][N:16]([C:19]([O:21][C:22]([CH3:23])([CH3:24])[CH3:25])=[O:20])[CH2:17][CH2:18]1, predict the reactants needed to synthesize it. The reactants are: [CH3:1][S:2][C:3]1[CH:8]=[CH:7][C:6]([SH:9])=[CH:5][CH:4]=1.[H-].[Na+].[CH3:12][C:13]1([CH2:26][CH2:27]OS(C2C=CC(C)=CC=2)(=O)=O)[CH2:18][CH2:17][N:16]([C:19]([O:21][C:22]([CH3:25])([CH3:24])[CH3:23])=[O:20])[CH2:15][CH2:14]1.